Dataset: Full USPTO retrosynthesis dataset with 1.9M reactions from patents (1976-2016). Task: Predict the reactants needed to synthesize the given product. (1) Given the product [OH:1][C:2]1([C:14]2[S:15][C:16]([C:19]3[CH:24]=[C:23]([NH:25][C:26]4[N:31]=[C:30]([O:32][CH:33]([CH3:34])[CH3:35])[CH:29]=[CH:28][N:27]=4)[CH:22]=[C:21]([CH3:36])[N:20]=3)=[CH:17][N:18]=2)[CH2:7][CH2:6][CH:5]([C:8]([OH:10])=[O:9])[C:4]([CH3:13])([CH3:12])[CH2:3]1, predict the reactants needed to synthesize it. The reactants are: [OH:1][C:2]1([C:14]2[S:15][C:16]([C:19]3[CH:24]=[C:23]([NH:25][C:26]4[N:31]=[C:30]([O:32][CH:33]([CH3:35])[CH3:34])[CH:29]=[CH:28][N:27]=4)[CH:22]=[C:21]([CH3:36])[N:20]=3)=[CH:17][N:18]=2)[CH2:7][CH2:6][CH:5]([C:8]([O:10]C)=[O:9])[C:4]([CH3:13])([CH3:12])[CH2:3]1.[OH-].[K+].C(O)C. (2) Given the product [CH3:1][N:2]1[CH2:14][CH2:13][C:12]2[C:11]3[C:6](=[CH:7][CH:8]=[C:9]([CH3:15])[CH:10]=3)[N:5]([CH2:20][CH:19]([C:21]3[CH:26]=[CH:25][N:24]=[CH:23][CH:22]=3)[OH:18])[C:4]=2[CH2:3]1, predict the reactants needed to synthesize it. The reactants are: [CH3:1][N:2]1[CH2:14][CH2:13][C:12]2[C:11]3[C:6](=[CH:7][CH:8]=[C:9]([CH3:15])[CH:10]=3)[NH:5][C:4]=2[CH2:3]1.[H-].[Na+].[O:18]1[CH2:20][CH:19]1[C:21]1[CH:26]=[CH:25][N:24]=[CH:23][CH:22]=1.